This data is from Forward reaction prediction with 1.9M reactions from USPTO patents (1976-2016). The task is: Predict the product of the given reaction. (1) Given the reactants NN.[NH2:3][C:4]1[C:14]([I:15])=[CH:13][C:7]([C:8]([O:10][CH2:11][CH3:12])=[O:9])=[CH:6][N:5]=1, predict the reaction product. The product is: [I:15][C:14]1[C:4](/[N:3]=[C:8](\[O:10][CH3:11])/[CH3:7])=[N:5][CH:6]=[C:7]([CH:13]=1)[C:8]([O:10][CH2:11][CH3:12])=[O:9]. (2) Given the reactants Br[C:2]1[CH:3]=[C:4]2[C:8](=[CH:9][CH:10]=1)[N:7]([S:11]([C:14]1[CH:19]=[CH:18][C:17]([CH3:20])=[CH:16][CH:15]=1)(=[O:13])=[O:12])[CH:6]=[CH:5]2.[CH2:21]([O:23][C:24]([C:26]1[CH:27]=[C:28](B(O)O)[CH:29]=[CH:30][CH:31]=1)=[O:25])[CH3:22], predict the reaction product. The product is: [CH3:20][C:17]1[CH:18]=[CH:19][C:14]([S:11]([N:7]2[C:8]3[C:4](=[CH:3][C:2]([C:30]4[CH:31]=[C:26]([CH:27]=[CH:28][CH:29]=4)[C:24]([O:23][CH2:21][CH3:22])=[O:25])=[CH:10][CH:9]=3)[CH:5]=[CH:6]2)(=[O:13])=[O:12])=[CH:15][CH:16]=1. (3) Given the reactants [Br:1][C:2]1[CH:3]=[C:4]([CH:7]=O)[S:5][CH:6]=1.C(O)(=O)[CH2:10][C:11]([OH:13])=[O:12].N1CCCCC1.Cl, predict the reaction product. The product is: [Br:1][C:2]1[CH:3]=[C:4]([CH:7]=[CH:10][C:11]([OH:13])=[O:12])[S:5][CH:6]=1. (4) The product is: [CH2:1]([O:8][CH:9]1[CH2:14][CH2:13][CH:12]([O:15][CH2:21][C:22]2[C:23]([C:30]3[C:31]([Cl:37])=[CH:32][CH:33]=[CH:34][C:35]=3[Cl:36])=[N:24][O:25][C:26]=2[CH:27]2[CH2:29][CH2:28]2)[CH2:11][C:10]1([CH3:17])[CH3:16])[C:2]1[CH:7]=[CH:6][CH:5]=[CH:4][CH:3]=1. Given the reactants [CH2:1]([O:8][CH:9]1[CH2:14][CH2:13][CH:12]([OH:15])[CH2:11][C:10]1([CH3:17])[CH3:16])[C:2]1[CH:7]=[CH:6][CH:5]=[CH:4][CH:3]=1.[H-].[Na+].Cl[CH2:21][C:22]1[C:23]([C:30]2[C:35]([Cl:36])=[CH:34][CH:33]=[CH:32][C:31]=2[Cl:37])=[N:24][O:25][C:26]=1[CH:27]1[CH2:29][CH2:28]1, predict the reaction product.